This data is from Forward reaction prediction with 1.9M reactions from USPTO patents (1976-2016). The task is: Predict the product of the given reaction. (1) Given the reactants [CH3:1][O:2][C:3]1[C:4]([N:25]([C:32]([O:34][CH2:35][CH:36]=[CH2:37])=[O:33])[C:26]2[CH:31]=[CH:30][N:29]=[CH:28][CH:27]=2)=[N:5][C:6]([C:9]2[C:17]3[C:12](=[CH:13][CH:14]=[CH:15][CH:16]=3)[N:11](C(OC(C)(C)C)=O)[N:10]=2)=[N:7][CH:8]=1.[H][H], predict the reaction product. The product is: [CH2:35]([O:34][C:32](=[O:33])[N:25]([C:4]1[C:3]([O:2][CH3:1])=[CH:8][N:7]=[C:6]([C:9]2[C:17]3[C:12](=[CH:13][CH:14]=[CH:15][CH:16]=3)[NH:11][N:10]=2)[N:5]=1)[C:26]1[CH:27]=[CH:28][N:29]=[CH:30][CH:31]=1)[CH:36]=[CH2:37]. (2) Given the reactants Br[C:2]1[N:7]=[C:6]([NH:8][CH2:9][C:10]2([C:13]#[N:14])[CH2:12][CH2:11]2)[CH:5]=[CH:4][CH:3]=1.[Cl:15][C:16]1[C:17](B(O)O)=[CH:18][C:19]([F:22])=[N:20][CH:21]=1.C(Cl)Cl.C(=O)([O-])[O-].[Na+].[Na+], predict the reaction product. The product is: [Cl:15][C:16]1[C:17]([C:2]2[CH:3]=[CH:4][CH:5]=[C:6]([NH:8][CH2:9][C:10]3([C:13]#[N:14])[CH2:12][CH2:11]3)[N:7]=2)=[CH:18][C:19]([F:22])=[N:20][CH:21]=1.